From a dataset of Forward reaction prediction with 1.9M reactions from USPTO patents (1976-2016). Predict the product of the given reaction. (1) Given the reactants [C:1]([C:3]1[C:4]([N:18]2[CH2:23][CH2:22][NH:21][CH2:20][CH2:19]2)=[N:5][C:6]([C:14]([F:17])([F:16])[F:15])=[C:7]([CH:13]=1)[C:8]([O:10][CH2:11][CH3:12])=[O:9])#[N:2].[N:24]([CH2:27][C:28]1[CH:33]=[CH:32][C:31]([O:34][CH3:35])=[CH:30][CH:29]=1)=[C:25]=[O:26], predict the reaction product. The product is: [C:1]([C:3]1[C:4]([N:18]2[CH2:23][CH2:22][N:21]([C:25]([NH:24][CH2:27][C:28]3[CH:33]=[CH:32][C:31]([O:34][CH3:35])=[CH:30][CH:29]=3)=[O:26])[CH2:20][CH2:19]2)=[N:5][C:6]([C:14]([F:15])([F:17])[F:16])=[C:7]([CH:13]=1)[C:8]([O:10][CH2:11][CH3:12])=[O:9])#[N:2]. (2) Given the reactants C(OC(=O)[NH:7][C:8]1[S:9][C:10]2[CH:16]=[C:15]([CH:17]([C:19]3[CH:24]=[CH:23][C:22]([F:25])=[CH:21][CH:20]=3)O)[CH:14]=[C:13]([C:26]3[CH:31]=[CH:30][CH:29]=[C:28]([Br:32])[CH:27]=3)[C:11]=2[N:12]=1)(C)(C)C.[SiH](CC)(CC)CC.C(Cl)Cl.CCCCCC, predict the reaction product. The product is: [Br:32][C:28]1[CH:27]=[C:26]([C:13]2[C:11]3[N:12]=[C:8]([NH2:7])[S:9][C:10]=3[CH:16]=[C:15]([CH2:17][C:19]3[CH:20]=[CH:21][C:22]([F:25])=[CH:23][CH:24]=3)[CH:14]=2)[CH:31]=[CH:30][CH:29]=1. (3) Given the reactants [F:1][CH:2]([F:37])[C:3]1[N:7]([C:8]2[N:13]=[C:12]([N:14]3[CH2:19][CH2:18][O:17][CH2:16][CH2:15]3)[N:11]=[C:10]([N:20]3[CH2:25][CH2:24][CH:23]([NH:26][S:27]([CH3:30])(=[O:29])=[O:28])[CH2:22][CH2:21]3)[N:9]=2)[C:6]2[CH:31]=[CH:32][CH:33]=[C:34]([O:35][CH3:36])[C:5]=2[N:4]=1.IC.[C:40]([O-])([O-])=O.[K+].[K+], predict the reaction product. The product is: [F:37][CH:2]([F:1])[C:3]1[N:7]([C:8]2[N:13]=[C:12]([N:14]3[CH2:15][CH2:16][O:17][CH2:18][CH2:19]3)[N:11]=[C:10]([N:20]3[CH2:21][CH2:22][CH:23]([N:26]([CH3:40])[S:27]([CH3:30])(=[O:29])=[O:28])[CH2:24][CH2:25]3)[N:9]=2)[C:6]2[CH:31]=[CH:32][CH:33]=[C:34]([O:35][CH3:36])[C:5]=2[N:4]=1. (4) Given the reactants O[CH:2]1[C:11]2[CH:10]=[C:9]([C:12]([O:14][CH3:15])=[O:13])[CH:8]=[CH:7][C:6]=2[CH2:5][CH2:4][CH2:3]1, predict the reaction product. The product is: [CH:10]1[C:11]2[CH:2]=[CH:3][CH2:4][CH2:5][C:6]=2[CH:7]=[CH:8][C:9]=1[C:12]([O:14][CH3:15])=[O:13].